Dataset: Catalyst prediction with 721,799 reactions and 888 catalyst types from USPTO. Task: Predict which catalyst facilitates the given reaction. (1) The catalyst class is: 14. Product: [CH2:2]([O:9][C:10]1[CH:18]=[C:17]2[C:13]([C:14]([CH2:19][C:24]#[N:25])=[CH:15][NH:16]2)=[CH:12][CH:11]=1)[C:3]1[CH:4]=[CH:5][CH:6]=[CH:7][CH:8]=1. Reactant: [I-].[CH2:2]([O:9][C:10]1[CH:18]=[C:17]2[C:13]([C:14]([CH2:19][N+](C)(C)C)=[CH:15][NH:16]2)=[CH:12][CH:11]=1)[C:3]1[CH:8]=[CH:7][CH:6]=[CH:5][CH:4]=1.[C-:24]#[N:25].[Na+]. (2) Reactant: [C:1]([O:5][C:6]([N:8]1[CH2:13][CH2:12][C:11]2[N:14]([CH3:17])[CH:15]=[CH:16][C:10]=2[C:9]1=[O:18])=[O:7])([CH3:4])([CH3:3])[CH3:2].C1C(=O)N([Br:26])C(=O)C1. Product: [C:1]([O:5][C:6]([N:8]1[CH2:13][CH2:12][C:11]2[N:14]([CH3:17])[C:15]([Br:26])=[CH:16][C:10]=2[C:9]1=[O:18])=[O:7])([CH3:4])([CH3:3])[CH3:2]. The catalyst class is: 36. (3) Reactant: [CH2:1]([C:4]1[CH:9]=[C:8]([CH2:10][C:11]([CH3:14])([CH3:13])[CH3:12])[CH:7]=[CH:6][C:5]=1[OH:15])[CH:2]=[CH2:3]. Product: [CH3:12][C:11]([CH3:13])([CH3:14])[CH2:10][C:8]1[CH:7]=[CH:6][C:5]([OH:15])=[C:4]([CH2:1][CH2:2][CH3:3])[CH:9]=1. The catalyst class is: 153. (4) Reactant: CN(C)CCCNC(C1C=C(C2C=CC(CSCCOC3C=CC=CC=3)=CC=2)C=CC=1)=O.[O:33]([CH2:40][CH2:41][S:42][CH2:43][C:44]1[CH:49]=[CH:48][CH:47]=[CH:46][C:45]=1[C:50]1[C:51]([C:56]([OH:58])=O)=[CH:52][CH:53]=[CH:54][CH:55]=1)[C:34]1[CH:39]=[CH:38][CH:37]=[CH:36][CH:35]=1.[CH3:59][N:60]([CH3:66])[CH2:61][CH2:62][CH2:63][CH2:64][NH2:65]. Product: [CH3:59][N:60]([CH3:66])[CH2:61][CH2:62][CH2:63][CH2:64][NH:65][C:56]([C:51]1[C:50]([C:45]2[CH:46]=[CH:47][CH:48]=[CH:49][C:44]=2[CH2:43][S:42][CH2:41][CH2:40][O:33][C:34]2[CH:39]=[CH:38][CH:37]=[CH:36][CH:35]=2)=[CH:55][CH:54]=[CH:53][CH:52]=1)=[O:58]. The catalyst class is: 1. (5) Reactant: FC(F)(F)S(O[C:7]1[C:37]2[C:32](=[CH:33][CH:34]=[CH:35][CH:36]=2)[CH:10]2OC[C:13]([C:26]3[CH:31]=[CH:30][CH:29]=[CH:28][CH:27]=3)([C:15]3[CH:20]=[CH:19][C:18]([N:21]4[CH2:25][CH2:24][CH2:23][CH2:22]4)=[CH:17][CH:16]=3)[CH:14]=[C:9]2[C:8]=1C(OC)=O)(=O)=O.[CH2:44]([C:49]1[CH:54]=[CH:53][C:52]([C:55]2[CH:60]=[CH:59][C:58](B(O)O)=[CH:57][CH:56]=2)=[CH:51][CH:50]=1)[CH2:45][CH2:46][CH2:47][CH3:48].[C:64]([O-])([O-])=[O:65].[K+].[K+].[OH2:70].[CH3:71][CH2:72][OH:73]. The catalyst class is: 109. Product: [CH2:44]([C:49]1[CH:54]=[CH:53][C:52]([C:55]2[CH:60]=[CH:59][C:58]([C:10]3[C:32]4[C:37](=[CH:36][CH:35]=[CH:34][CH:33]=4)[C:7]4[O:70][C:13]([C:26]5[CH:27]=[CH:28][CH:29]=[CH:30][CH:31]=5)([C:15]5[CH:16]=[CH:17][C:18]([N:21]6[CH2:25][CH2:24][CH2:23][CH2:22]6)=[CH:19][CH:20]=5)[CH:14]=[CH:9][C:8]=4[C:71]=3[C:72]([O:65][CH3:64])=[O:73])=[CH:57][CH:56]=2)=[CH:51][CH:50]=1)[CH2:45][CH2:46][CH2:47][CH3:48].